Task: Predict which catalyst facilitates the given reaction.. Dataset: Catalyst prediction with 721,799 reactions and 888 catalyst types from USPTO Product: [Br:3][C:4]1[C:13]([O:14][CH3:15])=[CH:12][C:7]([CH2:8][OH:9])=[CH:6][C:5]=1[O:16][CH3:17]. Reactant: [BH4-].[Li+].[Br:3][C:4]1[C:13]([O:14][CH3:15])=[CH:12][C:7]([C:8](OC)=[O:9])=[CH:6][C:5]=1[O:16][CH3:17].C(OCC)(=O)C. The catalyst class is: 7.